Dataset: Reaction yield outcomes from USPTO patents with 853,638 reactions. Task: Predict the reaction yield, written as a fraction of the theoretical maximum amount of product (1.0 means a 100% yield; for example, 0.34 means a 34% yield). (1) The reactants are [Br:1][C:2]1[CH:3]=[C:4]([CH:17]=[CH:18][CH:19]=1)[NH:5][C:6]1[C:7]2[CH:15]=[CH:14][C:13](F)=[N:12][C:8]=2[N:9]=[CH:10][N:11]=1.Cl.[CH3:21][NH:22][CH3:23].CCN(CC)CC. The catalyst is CCO. The product is [Br:1][C:2]1[CH:3]=[C:4]([CH:17]=[CH:18][CH:19]=1)[NH:5][C:6]1[C:7]2[CH:15]=[CH:14][C:13]([N:22]([CH3:23])[CH3:21])=[N:12][C:8]=2[N:9]=[CH:10][N:11]=1. The yield is 0.840. (2) The reactants are [H-].[Na+].[CH2:3]([O:10][CH2:11][C@H:12]([OH:16])[CH2:13][CH:14]=[CH2:15])[C:4]1[CH:9]=[CH:8][CH:7]=[CH:6][CH:5]=1.Br[CH2:18][CH:19]([O:23][CH2:24][CH3:25])[O:20][CH2:21][CH3:22]. The catalyst is O1CCCC1. The product is [CH2:21]([O:20][CH:19]([O:23][CH2:24][CH3:25])[CH2:18][O:16][C@H:12]([CH2:13][CH:14]=[CH2:15])[CH2:11][O:10][CH2:3][C:4]1[CH:9]=[CH:8][CH:7]=[CH:6][CH:5]=1)[CH3:22]. The yield is 0.510. (3) The reactants are BrN1C(=O)CCC1=O.[O:9]1[C:13]2[CH:14]=[CH:15][C:16]([CH2:18][C:19]([OH:21])=[O:20])=[CH:17][C:12]=2[CH2:11][CH2:10]1. The catalyst is C(Cl)(Cl)(Cl)Cl.C(OOC(=O)C1C=CC=CC=1)(=O)C1C=CC=CC=1. The product is [O:9]1[C:13]2[CH:14]=[CH:15][C:16]([CH2:18][C:19]([OH:21])=[O:20])=[CH:17][C:12]=2[CH:11]=[CH:10]1. The yield is 0.440. (4) The reactants are F[C:2]1[CH:7]=[CH:6][CH:5]=[CH:4][C:3]=1[F:8].[NH:9]1[CH:13]=[CH:12][N:11]=[CH:10]1.C(=O)([O-])[O-].[K+].[K+]. The catalyst is CS(C)=O. The product is [F:8][C:3]1[CH:4]=[CH:5][CH:6]=[CH:7][C:2]=1[N:9]1[CH:13]=[CH:12][N:11]=[CH:10]1. The yield is 0.0100. (5) The reactants are C(OC([N:8]1[CH2:12][CH2:11][CH2:10][CH:9]1[C:13]1[CH:14]=[C:15]([CH:19]=[CH:20][CH:21]=1)[C:16]([OH:18])=O)=O)(C)(C)C.[NH2:22][CH2:23][CH:24]([OH:36])[CH2:25][N:26]1[CH2:35][CH2:34][C:33]2[C:28](=[CH:29][CH:30]=[CH:31][CH:32]=2)[CH2:27]1.C1N(P(Cl)(N2C(=O)OCC2)=O)C(=O)OC1.CCN(C(C)C)C(C)C. The catalyst is C(Cl)Cl.O. The product is [CH2:27]1[C:28]2[C:33](=[CH:32][CH:31]=[CH:30][CH:29]=2)[CH2:34][CH2:35][N:26]1[CH2:25][CH:24]([OH:36])[CH2:23][NH:22][C:16](=[O:18])[C:15]1[CH:19]=[CH:20][CH:21]=[C:13]([CH:9]2[CH2:10][CH2:11][CH2:12][NH:8]2)[CH:14]=1. The yield is 0.930.